From a dataset of Forward reaction prediction with 1.9M reactions from USPTO patents (1976-2016). Predict the product of the given reaction. (1) Given the reactants [CH:1]([N:4]1[C:8]([C:9]2[CH2:14][O:13][CH2:12][CH2:11][C:10]=2[C:15]([O:17][CH2:18][CH3:19])=[O:16])=[CH:7][CH:6]=[N:5]1)([CH3:3])[CH3:2], predict the reaction product. The product is: [CH:1]([N:4]1[C:8]([C@@H:9]2[C@H:10]([C:15]([O:17][CH2:18][CH3:19])=[O:16])[CH2:11][CH2:12][O:13][CH2:14]2)=[CH:7][CH:6]=[N:5]1)([CH3:3])[CH3:2]. (2) The product is: [C:30]([C:27]1([NH:26][C:9]([CH:8]([NH:7][C:5](=[O:6])[C:4]2[CH:17]=[CH:18][CH:19]=[C:2]([I:1])[CH:3]=2)[CH2:12][Si:13]([CH3:16])([CH3:15])[CH3:14])=[O:11])[CH2:29][CH2:28]1)#[N:31]. Given the reactants [I:1][C:2]1[CH:3]=[C:4]([CH:17]=[CH:18][CH:19]=1)[C:5]([NH:7][CH:8]([CH2:12][Si:13]([CH3:16])([CH3:15])[CH3:14])[C:9]([OH:11])=O)=[O:6].CN(C)C=O.Cl.[NH2:26][C:27]1([C:30]#[N:31])[CH2:29][CH2:28]1.CN1CCOCC1, predict the reaction product. (3) Given the reactants [C:1]([N:8]1[CH2:13][CH2:12][NH:11][C@@H:10]([CH3:14])[CH2:9]1)([O:3][C:4]([CH3:7])([CH3:6])[CH3:5])=[O:2].[CH2:15]([O:22][C:23](ON1C(=O)CCC1=O)=[O:24])[C:16]1[CH:21]=[CH:20][CH:19]=[CH:18][CH:17]=1.C([O-])(O)=O.[Na+], predict the reaction product. The product is: [C:4]([O:3][C:1]([N:8]1[CH2:13][CH2:12][N:11]([C:23]([O:22][CH2:15][C:16]2[CH:21]=[CH:20][CH:19]=[CH:18][CH:17]=2)=[O:24])[C@@H:10]([CH3:14])[CH2:9]1)=[O:2])([CH3:7])([CH3:6])[CH3:5].